This data is from Full USPTO retrosynthesis dataset with 1.9M reactions from patents (1976-2016). The task is: Predict the reactants needed to synthesize the given product. Given the product [CH3:28][P:26]([C:29]1[CH:35]=[CH:34][C:32]([NH:33][C:2]2[CH:7]=[C:6]([NH:8][C:9]3[CH:14]=[CH:13][CH:12]=[CH:11][C:10]=3[S:15]([CH:18]([CH3:20])[CH3:19])(=[O:17])=[O:16])[C:5]([C:21]([F:24])([F:23])[F:22])=[CH:4][N:3]=2)=[C:31]([CH2:36][CH3:37])[CH:30]=1)([CH3:25])=[O:27], predict the reactants needed to synthesize it. The reactants are: Cl[C:2]1[CH:7]=[C:6]([NH:8][C:9]2[CH:14]=[CH:13][CH:12]=[CH:11][C:10]=2[S:15]([CH:18]([CH3:20])[CH3:19])(=[O:17])=[O:16])[C:5]([C:21]([F:24])([F:23])[F:22])=[CH:4][N:3]=1.[CH3:25][P:26]([C:29]1[CH:35]=[CH:34][C:32]([NH2:33])=[C:31]([CH2:36][CH3:37])[CH:30]=1)([CH3:28])=[O:27].